This data is from Full USPTO retrosynthesis dataset with 1.9M reactions from patents (1976-2016). The task is: Predict the reactants needed to synthesize the given product. The reactants are: [Cl:1][C:2]1[CH:7]=[CH:6][C:5]([N:8]=[C:9]=[O:10])=[CH:4][C:3]=1[C:11]([F:14])([F:13])[F:12].[NH2:15][C:16]1[CH:33]=[CH:32][C:19]([O:20][C:21]2[CH:26]=[CH:25][N:24]=[C:23]([NH:27][CH2:28][CH2:29][CH2:30][OH:31])[N:22]=2)=[C:18]([F:34])[CH:17]=1. Given the product [Cl:1][C:2]1[CH:7]=[CH:6][C:5]([NH:8][C:9]([NH:15][C:16]2[CH:33]=[CH:32][C:19]([O:20][C:21]3[CH:26]=[CH:25][N:24]=[C:23]([NH:27][CH2:28][CH2:29][CH2:30][OH:31])[N:22]=3)=[C:18]([F:34])[CH:17]=2)=[O:10])=[CH:4][C:3]=1[C:11]([F:12])([F:13])[F:14], predict the reactants needed to synthesize it.